From a dataset of Reaction yield outcomes from USPTO patents with 853,638 reactions. Predict the reaction yield, written as a fraction of the theoretical maximum amount of product (1.0 means a 100% yield; for example, 0.34 means a 34% yield). The reactants are [CH3:1][C:2]([NH:5][S:6]([C:9]1[C:10]([F:19])=[CH:11][C:12]([F:18])=[C:13]([CH:17]=1)[C:14]([OH:16])=O)(=[O:8])=[O:7])([CH3:4])[CH3:3].CCN(C(C)C)C(C)C.CN(C(ON1N=NC2C=CC=NC1=2)=[N+](C)C)C.F[P-](F)(F)(F)(F)F.ClC1C(C([N:62]2[CH2:67][CH2:66][C:65]([C:88]3[CH:93]=[CH:92][CH:91]=[C:90]([F:94])[CH:89]=3)([CH2:68][CH2:69][N:70]3[CH:75]4[CH2:76][CH2:77][CH:71]3[CH2:72][CH:73]([N:78]3[C:82]5[CH:83]=[CH:84][CH:85]=[CH:86][C:81]=5[N:80]=[C:79]3[CH3:87])[CH2:74]4)[CH2:64][CH2:63]2)=O)=C(Cl)C=CC=1S(NC)(=O)=O. No catalyst specified. The product is [CH3:4][C:2]([NH:5][S:6]([C:9]1[CH:17]=[C:13]([C:14]([N:62]2[CH2:63][CH2:64][C:65]([C:88]3[CH:93]=[CH:92][CH:91]=[C:90]([F:94])[CH:89]=3)([CH2:68][CH2:69][N:70]3[CH:71]4[CH2:77][CH2:76][CH:75]3[CH2:74][CH:73]([N:78]3[C:82]5[CH:83]=[CH:84][CH:85]=[CH:86][C:81]=5[N:80]=[C:79]3[CH3:87])[CH2:72]4)[CH2:66][CH2:67]2)=[O:16])[C:12]([F:18])=[CH:11][C:10]=1[F:19])(=[O:7])=[O:8])([CH3:1])[CH3:3]. The yield is 0.400.